The task is: Predict which catalyst facilitates the given reaction.. This data is from Catalyst prediction with 721,799 reactions and 888 catalyst types from USPTO. (1) Reactant: C([O:4][C@@:5]1([CH2:42][N:43]=[N+]=[N-])[C@@H:10]([O:11]C(=O)C)[C@H:9]([O:15]C(=O)C)[C@@H:8]([CH2:19][O:20]C(=O)C)[O:7][C@@H:6]1[O:24][C:25]1[CH:30]=[CH:29][C:28]([C:31]2[CH:36]=[CH:35][CH:34]=[C:33]([C:37](=[O:40])[NH:38][CH3:39])[CH:32]=2)=[CH:27][C:26]=1[CH3:41])(=O)C. Product: [NH2:43][CH2:42][C@:5]1([OH:4])[C@@H:10]([OH:11])[C@H:9]([OH:15])[C@@H:8]([CH2:19][OH:20])[O:7][C@@H:6]1[O:24][C:25]1[CH:30]=[CH:29][C:28]([C:31]2[CH:32]=[C:33]([CH:34]=[CH:35][CH:36]=2)[C:37]([NH:38][CH3:39])=[O:40])=[CH:27][C:26]=1[CH3:41]. The catalyst class is: 748. (2) Reactant: N#N.[Br:3][C:4]1[S:5][C:6]([C:9](=[O:11])[CH3:10])=[CH:7][N:8]=1.COC([O:17][CH3:18])OC.[C:19]([O-])(O)=O.[Na+]. Product: [Br:3][C:4]1[S:5][C:6]([C:9]2([CH3:10])[O:17][CH2:18][CH2:19][O:11]2)=[CH:7][N:8]=1. The catalyst class is: 196. (3) Reactant: [NH2:1][C:2]1[CH:3]=[C:4]([NH:9][C:10](=[O:16])[O:11][C:12]([CH3:15])([CH3:14])[CH3:13])[CH:5]=[CH:6][C:7]=1[CH3:8].[N:17]1[C:26]2[C:21](=[CH:22][C:23]([C:27](O)=[O:28])=[CH:24][CH:25]=2)[N:20]=[CH:19][CH:18]=1.C(N(C(C)C)CC)(C)C.CN(C(ON1N=NC2C=CC=NC1=2)=[N+](C)C)C.F[P-](F)(F)(F)(F)F. Product: [CH3:8][C:7]1[CH:6]=[CH:5][C:4]([NH:9][C:10](=[O:16])[O:11][C:12]([CH3:13])([CH3:15])[CH3:14])=[CH:3][C:2]=1[NH:1][C:27]([C:23]1[CH:22]=[C:21]2[C:26](=[CH:25][CH:24]=1)[N:17]=[CH:18][CH:19]=[N:20]2)=[O:28]. The catalyst class is: 3. (4) Reactant: S(Cl)(Cl)=O.[NH:5]1[C:9](=[O:10])[CH2:8][CH2:7][CH:6]1[C:11]([OH:13])=O.[CH3:14][O:15][C:16]1[CH:17]=[C:18]2[C:23](=[C:24]3[CH2:28][C:27]([CH3:30])([CH3:29])[O:26][C:25]=13)[C:22]([C:31]1[CH:32]=[C:33]([NH2:37])[CH:34]=[CH:35][CH:36]=1)=[N:21][C:20]([CH3:39])([CH3:38])[CH2:19]2.C(N(CC)CC)C.[Cl-].[Na+]. Product: [O:10]=[C:9]1[NH:5][CH:6]([C:11]([NH:37][C:33]2[CH:34]=[CH:35][CH:36]=[C:31]([C:22]3[C:23]4[C:18](=[CH:17][C:16]([O:15][CH3:14])=[C:25]5[O:26][C:27]([CH3:29])([CH3:30])[CH2:28][C:24]5=4)[CH2:19][C:20]([CH3:39])([CH3:38])[N:21]=3)[CH:32]=2)=[O:13])[CH2:7][CH2:8]1. The catalyst class is: 11. (5) Reactant: [OH:1][C:2]1[CH:10]=[CH:9][CH:8]=[C:7]2[C:3]=1[CH:4]=[CH:5][NH:6]2.N1C=CN=C1.[Si:16](Cl)([C:19]([CH3:22])([CH3:21])[CH3:20])([CH3:18])[CH3:17].O. Product: [Si:16]([O:1][C:2]1[CH:10]=[CH:9][CH:8]=[C:7]2[C:3]=1[CH:4]=[CH:5][NH:6]2)([C:19]([CH3:22])([CH3:21])[CH3:20])([CH3:18])[CH3:17]. The catalyst class is: 3.